From a dataset of Full USPTO retrosynthesis dataset with 1.9M reactions from patents (1976-2016). Predict the reactants needed to synthesize the given product. (1) Given the product [C:1]([NH:14][CH2:15][C:16]1[CH:17]=[CH:18][C:19]([C:20]([OH:22])=[O:21])=[CH:23][CH:24]=1)(=[O:11])[CH:2]=[CH:3][C:4]1[CH:5]=[CH:6][CH:7]=[CH:8][CH:9]=1, predict the reactants needed to synthesize it. The reactants are: [C:1]([OH:11])(=O)[CH:2]=[CH:3][C:4]1[CH:9]=[CH:8][CH:7]=[CH:6][CH:5]=1.[OH-].[Na+].[NH2:14][CH2:15][C:16]1[CH:24]=[CH:23][C:19]([C:20]([OH:22])=[O:21])=[CH:18][CH:17]=1. (2) Given the product [F:38][CH:9]([F:8])[CH2:10][NH:11][C:12]1[N:13]=[C:14]2[CH2:36][CH:35]([CH3:37])[N:34]([S:40]([CH3:39])(=[O:42])=[O:41])[CH2:33][C:15]2=[N:16][C:17]=1[N:18]1[CH2:19][CH2:20][CH:21]([O:24][C:25]2[CH:30]=[CH:29][C:28]([F:31])=[CH:27][C:26]=2[F:32])[CH2:22][CH2:23]1.[C:2]([OH:3])([C:4]([F:7])([F:6])[F:5])=[O:1], predict the reactants needed to synthesize it. The reactants are: [OH:1][C:2]([C:4]([F:7])([F:6])[F:5])=[O:3].[F:8][CH:9]([F:38])[CH2:10][NH:11][C:12]1[N:13]=[C:14]2[CH2:36][CH:35]([CH3:37])[NH:34][CH2:33][C:15]2=[N:16][C:17]=1[N:18]1[CH2:23][CH2:22][CH:21]([O:24][C:25]2[CH:30]=[CH:29][C:28]([F:31])=[CH:27][C:26]=2[F:32])[CH2:20][CH2:19]1.[CH3:39][S:40](Cl)(=[O:42])=[O:41].CCN(C(C)C)C(C)C. (3) Given the product [NH2:1][C:2]1[C:3]2[C:13]([O:14][CH2:15][C:16]([NH:19][C:20](=[O:28])[C:21]3[CH:26]=[CH:25][N:24]=[C:23]([N:29]4[CH2:33][CH2:32][CH2:31][CH2:30]4)[CH:22]=3)([CH3:18])[CH3:17])=[CH:12][CH:11]=[CH:10][C:4]=2[NH:5][S:6](=[O:9])(=[O:8])[N:7]=1, predict the reactants needed to synthesize it. The reactants are: [NH2:1][C:2]1[C:3]2[C:13]([O:14][CH2:15][C:16]([NH:19][C:20](=[O:28])[C:21]3[CH:26]=[CH:25][N:24]=[C:23](Br)[CH:22]=3)([CH3:18])[CH3:17])=[CH:12][CH:11]=[CH:10][C:4]=2[NH:5][S:6](=[O:9])(=[O:8])[N:7]=1.[NH:29]1[CH2:33][CH2:32][CH2:31][CH2:30]1. (4) Given the product [Br:1][C:2]1[CH:3]=[CH:4][C:5]([O:10][CH2:33][C:34]([F:37])([F:36])[F:35])=[C:6]([CH:9]=1)[C:7]#[N:8], predict the reactants needed to synthesize it. The reactants are: [Br:1][C:2]1[CH:3]=[CH:4][C:5]([OH:10])=[C:6]([CH:9]=1)[C:7]#[N:8].CN(C=O)C.C(=O)([O-])[O-].[Cs+].[Cs+].CC1C=CC(S(O[CH2:33][C:34]([F:37])([F:36])[F:35])(=O)=O)=CC=1.